This data is from Full USPTO retrosynthesis dataset with 1.9M reactions from patents (1976-2016). The task is: Predict the reactants needed to synthesize the given product. (1) Given the product [CH3:8][C:6]1[N:5]=[CH:4][N:3]=[C:2]([C:1]([O-:10])=[O:15])[CH:7]=1.[K+:14], predict the reactants needed to synthesize it. The reactants are: [CH3:1][C:2]1[CH:7]=[C:6]([CH3:8])[N:5]=[CH:4][N:3]=1.[Mn]([O-])(=O)(=O)=[O:10].[K+:14].[OH2:15]. (2) The reactants are: [C:1]([C:4]1[CH:9]=[CH:8][C:7]([B:10]([OH:12])[OH:11])=[CH:6][CH:5]=1)([OH:3])=O.C(Cl)(=O)C(Cl)=O.[OH:19][C:20]([CH3:24])([CH3:23])[CH2:21][NH2:22].C(N(CC)CC)C. Given the product [OH:19][C:20]([CH3:24])([CH3:23])[CH2:21][NH:22][C:1]([C:4]1[CH:9]=[CH:8][C:7]([B:10]([OH:12])[OH:11])=[CH:6][CH:5]=1)=[O:3], predict the reactants needed to synthesize it. (3) Given the product [F:1][C:2]([F:41])([F:42])[C:3]1[CH:4]=[CH:5][C:6]([C:9]2[CH:10]=[CH:11][C:12]([C:15]([NH:17][CH2:18][CH2:19][O:20][C:21]3[CH:26]=[CH:25][C:24]([CH2:27][CH:28]([O:34][C:35]4[CH:36]=[CH:37][CH:38]=[CH:39][CH:40]=4)[C:29]([OH:31])=[O:30])=[CH:23][CH:22]=3)=[O:16])=[CH:13][CH:14]=2)=[CH:7][CH:8]=1, predict the reactants needed to synthesize it. The reactants are: [F:1][C:2]([F:42])([F:41])[C:3]1[CH:8]=[CH:7][C:6]([C:9]2[CH:14]=[CH:13][C:12]([C:15]([NH:17][CH2:18][CH2:19][O:20][C:21]3[CH:26]=[CH:25][C:24]([CH2:27][CH:28]([O:34][C:35]4[CH:40]=[CH:39][CH:38]=[CH:37][CH:36]=4)[C:29]([O:31]CC)=[O:30])=[CH:23][CH:22]=3)=[O:16])=[CH:11][CH:10]=2)=[CH:5][CH:4]=1.[OH-].[Na+]. (4) Given the product [F:1][C:2]1[C:7]([F:8])=[CH:6][CH:5]=[CH:4][C:3]=1[C@:9]([OH:13])([CH2:17][N+:14]([O-:16])=[O:15])[CH:10]([F:11])[F:12], predict the reactants needed to synthesize it. The reactants are: [F:1][C:2]1[C:7]([F:8])=[CH:6][CH:5]=[CH:4][C:3]=1[C:9](=[O:13])[CH:10]([F:12])[F:11].[N+:14]([CH3:17])([O-:16])=[O:15].